This data is from Full USPTO retrosynthesis dataset with 1.9M reactions from patents (1976-2016). The task is: Predict the reactants needed to synthesize the given product. The reactants are: [Cl:1][C:2]1[CH:7]=[C:6](Cl)[N:5]=[C:4]([C:9]2[O:10][CH:11]=[CH:12][CH:13]=2)[N:3]=1.[OH-].[NH4+:15]. Given the product [Cl:1][C:2]1[N:3]=[C:4]([C:9]2[O:10][CH:11]=[CH:12][CH:13]=2)[N:5]=[C:6]([NH2:15])[CH:7]=1, predict the reactants needed to synthesize it.